From a dataset of Reaction yield outcomes from USPTO patents with 853,638 reactions. Predict the reaction yield, written as a fraction of the theoretical maximum amount of product (1.0 means a 100% yield; for example, 0.34 means a 34% yield). (1) The reactants are C(OC(C1(S(C2C=CC(C3C=NC(CCC(F)(F)C(F)(F)F)=CN=3)=CC=2)(=O)=O)CCN(CC2C=CC=CC=2)CC1)=O)(C)(C)C.CCOC(C)=O.O1CCCCC1[O:57][NH:58][C:59]([C:61]1([S:71]([C:74]2[CH:79]=[CH:78][C:77]([C:80]3[CH:85]=[N:84][C:83]([CH2:86][CH2:87][C:88]([F:94])([F:93])[C:89]([F:92])([F:91])[F:90])=[CH:82][N:81]=3)=[CH:76][CH:75]=2)(=[O:73])=[O:72])[CH2:66][CH2:65][N:64]([CH2:67][CH2:68][O:69][CH3:70])[CH2:63][CH2:62]1)=[O:60].[ClH:95]. The catalyst is C(O)C.CCCCCC. The product is [ClH:95].[ClH:95].[OH:57][NH:58][C:59]([C:61]1([S:71]([C:74]2[CH:75]=[CH:76][C:77]([C:80]3[CH:85]=[N:84][C:83]([CH2:86][CH2:87][C:88]([F:94])([F:93])[C:89]([F:92])([F:90])[F:91])=[CH:82][N:81]=3)=[CH:78][CH:79]=2)(=[O:72])=[O:73])[CH2:62][CH2:63][N:64]([CH2:67][CH2:68][O:69][CH3:70])[CH2:65][CH2:66]1)=[O:60]. The yield is 0.870. (2) The reactants are [Br:1][C:2]1[CH:3]=[C:4]([S:15][C:16]2[N:17]([CH3:25])[C:18]([C:21](OC)=[O:22])=[CH:19][N:20]=2)[C:5]([NH:8][C:9]2[S:10][CH:11]=[C:12]([CH3:14])[N:13]=2)=[N:6][CH:7]=1.CC(C[AlH]CC(C)C)C. The catalyst is C1COCC1.[C@H](O)(C([O-])=O)[C@@H](O)C([O-])=O.[Na+].[K+]. The product is [Br:1][C:2]1[CH:3]=[C:4]([S:15][C:16]2[N:17]([CH3:25])[C:18]([CH2:21][OH:22])=[CH:19][N:20]=2)[C:5]([NH:8][C:9]2[S:10][CH:11]=[C:12]([CH3:14])[N:13]=2)=[N:6][CH:7]=1. The yield is 0.0900. (3) The reactants are [Cl-].O[NH3+:3].[C:4](=[O:7])([O-])[OH:5].[Na+].CS(C)=O.[F:13][C:14]1[CH:15]=[C:16]([C:47]2[C:48]([C:53]#[N:54])=[CH:49][CH:50]=[CH:51][CH:52]=2)[CH:17]=[CH:18][C:19]=1[CH2:20][C:21]1[C:22](=[O:46])[N:23]([C@H:34]2[CH2:39][CH2:38][C@H:37]([O:40][CH2:41][C:42]([OH:45])([CH3:44])[CH3:43])[CH2:36][CH2:35]2)[C:24]2[N:25]([N:30]=[C:31]([CH3:33])[N:32]=2)[C:26]=1[CH2:27][CH2:28][CH3:29]. The catalyst is O.C(OCC)(=O)C. The product is [F:13][C:14]1[CH:15]=[C:16]([C:47]2[CH:52]=[CH:51][CH:50]=[CH:49][C:48]=2[C:53]2[NH:3][C:4](=[O:7])[O:5][N:54]=2)[CH:17]=[CH:18][C:19]=1[CH2:20][C:21]1[C:22](=[O:46])[N:23]([C@H:34]2[CH2:39][CH2:38][C@H:37]([O:40][CH2:41][C:42]([OH:45])([CH3:44])[CH3:43])[CH2:36][CH2:35]2)[C:24]2[N:25]([N:30]=[C:31]([CH3:33])[N:32]=2)[C:26]=1[CH2:27][CH2:28][CH3:29]. The yield is 0.690. (4) The reactants are [Br:1][C:2]1[CH:7]=[CH:6][C:5]([C:8]2[CH:13]=[CH:12][CH:11]=[CH:10][C:9]=2[N+:14]([O-])=O)=[CH:4][CH:3]=1. The catalyst is P(OCC)(OCC)OCC. The product is [Br:1][C:2]1[CH:7]=[CH:6][C:5]2[C:8]3[C:9](=[CH:10][CH:11]=[CH:12][CH:13]=3)[NH:14][C:4]=2[CH:3]=1. The yield is 0.400. (5) The reactants are C(Cl)(=O)C(Cl)=O.[F:7][C:8]1[CH:16]=[CH:15][C:11]([C:12]([OH:14])=O)=[CH:10][CH:9]=1.CCN(C(C)C)C(C)C.[CH3:26][O:27][C:28]1[CH:29]=[C:30]([CH2:36][CH2:37][C:38]2[CH:39]=[C:40]([NH2:43])[NH:41][N:42]=2)[CH:31]=[C:32]([O:34][CH3:35])[CH:33]=1. The catalyst is ClCCl.CN(C=O)C. The product is [CH3:35][O:34][C:32]1[CH:31]=[C:30]([CH2:36][CH2:37][C:38]2[CH:39]=[C:40]([NH:43][C:12](=[O:14])[C:11]3[CH:10]=[CH:9][C:8]([F:7])=[CH:16][CH:15]=3)[NH:41][N:42]=2)[CH:29]=[C:28]([O:27][CH3:26])[CH:33]=1. The yield is 0.0300. (6) The reactants are [C:1]([C:3]1[CH:8]=[CH:7][C:6](OS(C(F)(F)F)(=O)=O)=[CH:5][C:4]=1[F:17])#[N:2].[Br-].[CH2:19]([Zn+])[C:20]1[CH:25]=[CH:24][CH:23]=[CH:22][CH:21]=1.[Cl-].[NH4+]. The catalyst is O1CCCC1.C1C=CC(/C=C/C(/C=C/C2C=CC=CC=2)=O)=CC=1.C1C=CC(/C=C/C(/C=C/C2C=CC=CC=2)=O)=CC=1.[Pd].C1(P(C2C=CC=CC=2)[C-]2C=CC=C2)C=CC=CC=1.[C-]1(P(C2C=CC=CC=2)C2C=CC=CC=2)C=CC=C1.[Fe+2]. The product is [CH2:19]([C:6]1[CH:7]=[CH:8][C:3]([C:1]#[N:2])=[C:4]([F:17])[CH:5]=1)[C:20]1[CH:25]=[CH:24][CH:23]=[CH:22][CH:21]=1. The yield is 0.650.